The task is: Predict the reactants needed to synthesize the given product.. This data is from Full USPTO retrosynthesis dataset with 1.9M reactions from patents (1976-2016). Given the product [CH3:28][S:29]([OH:32])(=[O:31])=[O:30].[CH3:28][S:29]([OH:32])(=[O:31])=[O:30].[CH3:1][C:2]1[N:3]=[CH:4][N:5]([C:7]2[CH:8]=[C:9]([NH:13][C:14]3[C:23]4[CH2:22][CH2:21][C:20]5[CH:24]=[CH:25][CH:26]=[CH:27][C:19]=5[C:18]=4[N:17]=[CH:16][N:15]=3)[CH:10]=[CH:11][CH:12]=2)[CH:6]=1, predict the reactants needed to synthesize it. The reactants are: [CH3:1][C:2]1[N:3]=[CH:4][N:5]([C:7]2[CH:8]=[C:9]([NH:13][C:14]3[C:23]4[CH2:22][CH2:21][C:20]5[CH:24]=[CH:25][CH:26]=[CH:27][C:19]=5[C:18]=4[N:17]=[CH:16][N:15]=3)[CH:10]=[CH:11][CH:12]=2)[CH:6]=1.[CH3:28][S:29]([OH:32])(=[O:31])=[O:30].